This data is from Reaction yield outcomes from USPTO patents with 853,638 reactions. The task is: Predict the reaction yield, written as a fraction of the theoretical maximum amount of product (1.0 means a 100% yield; for example, 0.34 means a 34% yield). (1) The reactants are [NH2:1][C:2]1[N:7]=[CH:6][N:5]=[C:4]2[N:8]([C@@H:25]3[CH2:30][CH2:29][CH2:28][N:27]([C:31](=[O:35])[CH2:32][C:33]#[N:34])[CH2:26]3)[N:9]=[C:10]([C:11]3[CH:16]=[CH:15][C:14]([O:17][C:18]4[CH:23]=[CH:22][CH:21]=[CH:20][C:19]=4[F:24])=[CH:13][CH:12]=3)[C:3]=12.[CH:36]1([CH:39]=O)[CH2:38][CH2:37]1.N1CCCCC1. The catalyst is CO. The product is [NH2:1][C:2]1[N:7]=[CH:6][N:5]=[C:4]2[N:8]([C@@H:25]3[CH2:30][CH2:29][CH2:28][N:27]([C:31]([C:32](=[CH:39][CH:36]4[CH2:38][CH2:37]4)[C:33]#[N:34])=[O:35])[CH2:26]3)[N:9]=[C:10]([C:11]3[CH:16]=[CH:15][C:14]([O:17][C:18]4[CH:23]=[CH:22][CH:21]=[CH:20][C:19]=4[F:24])=[CH:13][CH:12]=3)[C:3]=12. The yield is 0.230. (2) The reactants are [Cl:1][C:2]1[C:10]([CH3:11])=[C:9]2[C:5]([C:6]([C:20]3[CH:25]=[CH:24][C:23]([OH:26])=[CH:22][CH:21]=3)([C:13]3[CH:18]=[CH:17][C:16]([OH:19])=[CH:15][CH:14]=3)[C:7](=[O:12])[NH:8]2)=[CH:4][C:3]=1[N+:27]([O-])=O. The catalyst is CO.[Pd]. The product is [NH2:27][C:3]1[CH:4]=[C:5]2[C:9](=[C:10]([CH3:11])[C:2]=1[Cl:1])[NH:8][C:7](=[O:12])[C:6]2([C:13]1[CH:18]=[CH:17][C:16]([OH:19])=[CH:15][CH:14]=1)[C:20]1[CH:21]=[CH:22][C:23]([OH:26])=[CH:24][CH:25]=1. The yield is 0.920. (3) The reactants are [C:1]([N:9]1[CH2:22][CH2:21][C:20]2[C:19]3[C:18](Br)=[CH:17][CH:16]=[CH:15][C:14]=3[NH:13][C:12]=2[CH2:11][CH2:10]1)(=[O:8])[C:2]1[CH:7]=[CH:6][CH:5]=[CH:4][CH:3]=1.CCN(CC)CC.[CH3:31][C:32]1([CH3:39])[C:36]([CH3:38])([CH3:37])[O:35][BH:34][O:33]1. The catalyst is Cl[Pd](Cl)([P](C1C=CC=CC=1)(C1C=CC=CC=1)C1C=CC=CC=1)[P](C1C=CC=CC=1)(C1C=CC=CC=1)C1C=CC=CC=1.O1CCOCC1. The product is [C:1]([N:9]1[CH2:22][CH2:21][C:20]2[C:19]3[C:18]([B:34]4[O:35][C:36]([CH3:38])([CH3:37])[C:32]([CH3:39])([CH3:31])[O:33]4)=[CH:17][CH:16]=[CH:15][C:14]=3[NH:13][C:12]=2[CH2:11][CH2:10]1)(=[O:8])[C:2]1[CH:7]=[CH:6][CH:5]=[CH:4][CH:3]=1. The yield is 0.690. (4) The reactants are [C:1](Cl)(=[O:5])[C:2](Cl)=[O:3].ClCCl.[Br:10][C:11]1[CH:12]=[C:13]2[C:17](=[C:18]([CH:20]([CH3:22])[CH3:21])[CH:19]=1)[NH:16][CH:15]=[CH:14]2.[CH3:23][CH2:24][O:25]CC. No catalyst specified. The product is [Br:10][C:11]1[CH:12]=[C:13]2[C:17](=[C:18]([CH:20]([CH3:22])[CH3:21])[CH:19]=1)[NH:16][CH:15]=[C:14]2[C:1](=[O:5])[C:2]([O:25][CH2:24][CH3:23])=[O:3]. The yield is 0.670.